Dataset: Reaction yield outcomes from USPTO patents with 853,638 reactions. Task: Predict the reaction yield, written as a fraction of the theoretical maximum amount of product (1.0 means a 100% yield; for example, 0.34 means a 34% yield). (1) The reactants are [O:1]1[C:5]2([CH2:10][CH2:9][NH:8][CH2:7][CH2:6]2)[O:4][CH2:3][CH2:2]1.Cl[C:12]1[N:17]=[C:16]([CH3:18])[CH:15]=[C:14]([CH3:19])[N:13]=1.CC(C1C=C(C(C)C)C(C2C=CC=CC=2P(C2CCCCC2)C2CCCCC2)=C(C(C)C)C=1)C.CC(C)([O-])C.[Na+]. The catalyst is O1CCOCC1.C1C=CC(/C=C/C(/C=C/C2C=CC=CC=2)=O)=CC=1.C1C=CC(/C=C/C(/C=C/C2C=CC=CC=2)=O)=CC=1.C1C=CC(/C=C/C(/C=C/C2C=CC=CC=2)=O)=CC=1.[Pd].[Pd]. The product is [CH3:19][C:14]1[CH:15]=[C:16]([CH3:18])[N:17]=[C:12]([N:8]2[CH2:9][CH2:10][C:5]3([O:4][CH2:3][CH2:2][O:1]3)[CH2:6][CH2:7]2)[N:13]=1. The yield is 0.440. (2) The reactants are Cl[C:2]1C=CC=C(C(OO)=O)C=1.[CH:12]([N:15]1[C:19](SC)=[N:18][N:17]=[C:16]1[C:22]1[CH:27]=[C:26]([CH:28]([CH3:30])[CH3:29])[C:25]([O:31][CH2:32][O:33][CH3:34])=[CH:24][C:23]=1[O:35][CH2:36][O:37][CH3:38])([CH3:14])[CH3:13].[S:39]([O-:43])([O-])(=[O:41])=S.[Na+].[Na+].C(=O)([O-])O.[Na+]. The catalyst is C(Cl)Cl. The product is [CH:12]([N:15]1[C:19]([S:39]([CH3:2])(=[O:43])=[O:41])=[N:18][N:17]=[C:16]1[C:22]1[CH:27]=[C:26]([CH:28]([CH3:29])[CH3:30])[C:25]([O:31][CH2:32][O:33][CH3:34])=[CH:24][C:23]=1[O:35][CH2:36][O:37][CH3:38])([CH3:13])[CH3:14]. The yield is 0.790. (3) The reactants are [F:1][C:2]1[CH:10]=[C:9]([C:11]2[NH:15][N:14]=[N:13][N:12]=2)[CH:8]=[CH:7][C:3]=1[C:4]([OH:6])=[O:5].[CH3:16]O. The catalyst is S(Cl)(Cl)=O. The product is [CH3:16][O:5][C:4](=[O:6])[C:3]1[CH:7]=[CH:8][C:9]([C:11]2[NH:15][N:14]=[N:13][N:12]=2)=[CH:10][C:2]=1[F:1]. The yield is 0.580. (4) The reactants are [H-].[Na+].[O:3]=[C:4]([CH2:12][C:13]1[CH:18]=[CH:17][CH:16]=[CH:15][CH:14]=1)[CH2:5]P(=O)(OC)OC.[CH3:19][O:20][C:21](=[O:37])[CH2:22][O:23][CH2:24][C:25]#[C:26][CH2:27][N:28]1[C:33](=[O:34])[CH2:32][CH2:31][CH2:30][C@@H:29]1[CH:35]=O. The catalyst is C1COCC1. The product is [CH3:19][O:20][C:21](=[O:37])[CH2:22][O:23][CH2:24][C:25]#[C:26][CH2:27][N:28]1[C@@H:29](/[CH:35]=[CH:5]/[C:4](=[O:3])[CH2:12][C:13]2[CH:14]=[CH:15][CH:16]=[CH:17][CH:18]=2)[CH2:30][CH2:31][CH2:32][C:33]1=[O:34]. The yield is 0.310. (5) The reactants are [C:1]([O:4][C@H:5]([CH3:31])[CH2:6][CH2:7][CH2:8][CH2:9][N:10]1[C:19](=[O:20])[C:18]2[NH:17][C:16]([CH2:21][O:22]CC3C=CC=CC=3)=[N:15][C:14]=2[N:13]([CH3:30])[C:11]1=[O:12])(=[O:3])[CH3:2].[H][H]. The catalyst is C(O)(=O)C.[Pd]. The product is [C:1]([O:4][C@H:5]([CH3:31])[CH2:6][CH2:7][CH2:8][CH2:9][N:10]1[C:19](=[O:20])[C:18]2[NH:17][C:16]([CH2:21][OH:22])=[N:15][C:14]=2[N:13]([CH3:30])[C:11]1=[O:12])(=[O:3])[CH3:2]. The yield is 0.880. (6) The reactants are [CH3:1][N:2]1[C:10]2[C:5](=[CH:6][CH:7]=[CH:8][CH:9]=2)[CH:4]=[C:3]1[C:11]([OH:13])=O.[NH2:14][C@H:15]([C:23]([NH:25][C@H:26](C=O)[CH2:27][C:28](=[N:34][NH:35][C:36]([NH2:38])=[O:37])[O:29][C:30]([CH3:33])([CH3:32])[CH3:31])=[O:24])[CH2:16][C:17]1[CH:22]=[CH:21][CH:20]=[CH:19][CH:18]=1.CCN=C=NCCCN(C)C.CC[O:54]CC. The catalyst is C(Cl)Cl.CN(C1C=CN=CC=1)C. The product is [CH3:1][N:2]1[C:10]2[C:5](=[CH:6][CH:7]=[CH:8][CH:9]=2)[CH:4]=[C:3]1[C:11]([NH:14][C@H:15]([C:23]([NH:25][C@@H:26]([OH:54])[CH2:27][C:28](=[N:34][NH:35][C:36]([NH2:38])=[O:37])[O:29][C:30]([CH3:33])([CH3:32])[CH3:31])=[O:24])[CH2:16][C:17]1[CH:22]=[CH:21][CH:20]=[CH:19][CH:18]=1)=[O:13]. The yield is 0.820. (7) The reactants are Br[C:2]1[CH:3]=[C:4]([NH:10][C:11]2[CH:15]=[C:14]([CH3:16])[O:13][N:12]=2)[C:5](=[O:9])[N:6]([CH3:8])[CH:7]=1.[C:17]([O:20][CH2:21][C:22]1[C:23]([N:37]2[CH2:48][CH2:47][N:46]3[C:39](=[CH:40][C:41]4[CH2:42][C:43]([CH3:50])([CH3:49])[CH2:44][C:45]=43)[C:38]2=[O:51])=[N:24][CH:25]=[CH:26][C:27]=1B1OC(C)(C)C(C)(C)O1)(=[O:19])[CH3:18].[O-]P([O-])([O-])=O.[K+].[K+].[K+].C([O-])(=O)C.[Na+]. The catalyst is O.C1C=CC(P(C2C=CC=CC=2)[C-]2C=CC=C2)=CC=1.C1C=CC(P(C2C=CC=CC=2)[C-]2C=CC=C2)=CC=1.Cl[Pd]Cl.[Fe+2].C(#N)C. The product is [C:17]([O:20][CH2:21][C:22]1[C:23]([N:37]2[CH2:48][CH2:47][N:46]3[C:39](=[CH:40][C:41]4[CH2:42][C:43]([CH3:50])([CH3:49])[CH2:44][C:45]=43)[C:38]2=[O:51])=[N:24][CH:25]=[CH:26][C:27]=1[C:2]1[CH:3]=[C:4]([NH:10][C:11]2[CH:15]=[C:14]([CH3:16])[O:13][N:12]=2)[C:5](=[O:9])[N:6]([CH3:8])[CH:7]=1)(=[O:19])[CH3:18]. The yield is 0.340.